This data is from Forward reaction prediction with 1.9M reactions from USPTO patents (1976-2016). The task is: Predict the product of the given reaction. (1) Given the reactants C([S@]([NH:7][C@@H:8]([C:10]1[CH:15]=[CH:14][C:13]([NH:16][S:17]([CH3:20])(=[O:19])=[O:18])=[C:12]([CH3:21])[CH:11]=1)[CH3:9])=O)(C)(C)C.[ClH:22].CO, predict the reaction product. The product is: [ClH:22].[NH2:7][C@@H:8]([C:10]1[CH:15]=[CH:14][C:13]([NH:16][S:17]([CH3:20])(=[O:19])=[O:18])=[C:12]([CH3:21])[CH:11]=1)[CH3:9]. (2) Given the reactants [CH2:1]([O:3][C:4]([C:6]1[CH:15]=[C:9]2[C:10](=[O:14])[NH:11][CH2:12][CH2:13][N:8]2[N:7]=1)=[O:5])[CH3:2].Br[C:17]1[CH:22]=[CH:21][C:20]([F:23])=[CH:19][CH:18]=1.CNCCNC.C([O-])([O-])=O.[K+].[K+], predict the reaction product. The product is: [CH2:1]([O:3][C:4]([C:6]1[CH:15]=[C:9]2[C:10](=[O:14])[N:11]([C:17]3[CH:22]=[CH:21][C:20]([F:23])=[CH:19][CH:18]=3)[CH2:12][CH2:13][N:8]2[N:7]=1)=[O:5])[CH3:2]. (3) Given the reactants [NH2:1][C:2]1[N:7]=[CH:6][N:5]=[C:4]2[N:8]([CH:12]([C:14]3[O:15][C:16](=[O:31])[C:17]4[C:22]([C:23]=3[C:24]3[CH:29]=[CH:28][CH:27]=[CH:26][CH:25]=3)=[CH:21][CH:20]=[C:19]([CH3:30])[CH:18]=4)[CH3:13])[N:9]=[C:10](I)[C:3]=12.[F:32][C:33]1[CH:34]=[C:35](B(O)O)[CH:36]=[C:37]([OH:39])[CH:38]=1.C1C=CC(P(C2C=CC=CC=2)C2C=CC=CC=2)=CC=1.C([O-])([O-])=O.[Na+].[Na+].Cl, predict the reaction product. The product is: [NH2:1][C:2]1[N:7]=[CH:6][N:5]=[C:4]2[N:8]([CH:12]([C:14]3[O:15][C:16](=[O:31])[C:17]4[C:22]([C:23]=3[C:24]3[CH:29]=[CH:28][CH:27]=[CH:26][CH:25]=3)=[CH:21][CH:20]=[C:19]([CH3:30])[CH:18]=4)[CH3:13])[N:9]=[C:10]([C:35]3[CH:36]=[C:37]([OH:39])[CH:38]=[C:33]([F:32])[CH:34]=3)[C:3]=12. (4) Given the reactants [CH:1]1([CH2:6][CH2:7][C:8]([OH:10])=O)[CH2:5][CH2:4][CH2:3][CH2:2]1.[NH2:11][C@@H:12]1[C@H:16]2[O:17][CH2:18][C@H:19]([NH:20][C:21]([CH:23]3[CH2:25][CH2:24]3)=[O:22])[C@H:15]2[O:14][CH2:13]1, predict the reaction product. The product is: [CH:1]1([CH2:6][CH2:7][C:8]([NH:11][C@@H:12]2[C@H:16]3[O:17][CH2:18][C@H:19]([NH:20][C:21]([CH:23]4[CH2:24][CH2:25]4)=[O:22])[C@H:15]3[O:14][CH2:13]2)=[O:10])[CH2:2][CH2:3][CH2:4][CH2:5]1. (5) Given the reactants [CH3:1][C:2]1[N:6]2[C:7]3[CH:13]=[C:12]([CH3:14])[N:11]([CH:15]([C:21]4[CH:26]=[CH:25][CH:24]=[CH:23][CH:22]=4)[C:16](OCC)=[O:17])[C:8]=3[CH:9]=[CH:10][C:5]2=[N:4][N:3]=1.C1COCC1.[Li+].[BH4-], predict the reaction product. The product is: [CH3:1][C:2]1[N:6]2[C:7]3[CH:13]=[C:12]([CH3:14])[N:11]([CH:15]([C:21]4[CH:26]=[CH:25][CH:24]=[CH:23][CH:22]=4)[CH2:16][OH:17])[C:8]=3[CH:9]=[CH:10][C:5]2=[N:4][N:3]=1. (6) Given the reactants [N+:1]([C:4]1[CH:5]=[C:6]([CH:9]=[CH:10][CH:11]=1)[CH:7]=O)([O-:3])=[O:2].[CH3:12][N:13]([CH3:17])[CH2:14][CH2:15][NH2:16].C([BH3-])#N.[Na+], predict the reaction product. The product is: [CH3:12][N:13]([CH3:17])[CH2:14][CH2:15][NH:16][CH2:7][C:6]1[CH:9]=[CH:10][CH:11]=[C:4]([N+:1]([O-:3])=[O:2])[CH:5]=1. (7) Given the reactants I([O-])(=O)(=O)=O.[Na+].[N:7]1[CH:12]=[CH:11][N:10]=[CH:9][C:8]=1[CH2:13][CH2:14][CH:15]([OH:18])CO, predict the reaction product. The product is: [N:7]1[CH:12]=[CH:11][N:10]=[CH:9][C:8]=1[CH2:13][CH2:14][CH:15]=[O:18].